This data is from Reaction yield outcomes from USPTO patents with 853,638 reactions. The task is: Predict the reaction yield, written as a fraction of the theoretical maximum amount of product (1.0 means a 100% yield; for example, 0.34 means a 34% yield). (1) The reactants are [N+:1]([C:4]1[CH:9]=[CH:8][CH:7]=[CH:6][C:5]=1[C:10](=[O:17])[CH2:11][C:12]([O:14][CH2:15][CH3:16])=[O:13])([O-:3])=[O:2].S(Cl)([Cl:21])(=O)=O.O.CCOC(C)=O. The catalyst is C(OCC)C. The product is [Cl:21][CH:11]([C:10]([C:5]1[CH:6]=[CH:7][CH:8]=[CH:9][C:4]=1[N+:1]([O-:3])=[O:2])=[O:17])[C:12]([O:14][CH2:15][CH3:16])=[O:13]. The yield is 0.750. (2) The reactants are Br[C:2]1[CH:7]=[CH:6][C:5]([Br:8])=[CH:4][N:3]=1.[CH3:9][O-:10].[Na+].O. The catalyst is CO. The product is [Br:8][C:5]1[CH:6]=[CH:7][C:2]([O:10][CH3:9])=[N:3][CH:4]=1. The yield is 0.840. (3) The reactants are Br[C:2]1[CH:7]=[C:6]([CH3:8])[CH:5]=[CH:4][N:3]=1.[NH2:9][C:10]1[CH:15]=[CH:14][CH:13]=[CH:12][N:11]=1.CC(C)([O-])C.[K+]. The catalyst is C1(C)C=CC=CC=1.C(Cl)Cl.C1C=CC(/C=C/C(/C=C/C2C=CC=CC=2)=O)=CC=1.C1C=CC(/C=C/C(/C=C/C2C=CC=CC=2)=O)=CC=1.C1C=CC(/C=C/C(/C=C/C2C=CC=CC=2)=O)=CC=1.[Pd].[Pd]. The product is [CH3:8][C:6]1[CH:5]=[CH:4][N:3]=[C:2]([NH:9][C:10]2[CH:15]=[CH:14][CH:13]=[CH:12][N:11]=2)[CH:7]=1. The yield is 0.770. (4) The reactants are [CH2:1]([S:8][C:9]1[N:14]2[N:15]=[CH:16][CH:17]=[C:13]2[N:12]=[C:11]([NH:18][C:19]2[CH:24]=[CH:23][CH:22]=[C:21]([Cl:25])[CH:20]=2)[CH:10]=1)[C:2]1[CH:7]=[CH:6][CH:5]=[CH:4][CH:3]=1.O=P(Cl)(Cl)Cl.CN([CH:34]=[O:35])C. No catalyst specified. The product is [CH2:1]([S:8][C:9]1[N:14]2[N:15]=[CH:16][C:17]([CH:34]=[O:35])=[C:13]2[N:12]=[C:11]([NH:18][C:19]2[CH:24]=[CH:23][CH:22]=[C:21]([Cl:25])[CH:20]=2)[CH:10]=1)[C:2]1[CH:7]=[CH:6][CH:5]=[CH:4][CH:3]=1. The yield is 0.830. (5) The reactants are [Br:1][C:2]1[CH:3]=[N:4][C:5]([C:8]2[N:9]([CH3:48])[C:10]3[C:15]([C:16]=2[CH:17]2[CH2:21][CH2:20][CH2:19][CH2:18]2)=[CH:14][CH:13]=[C:12]([C:22]([NH:24][C:25]2([C:29]4[N:33]([CH3:34])[C:32]5[CH:35]=[C:36](/[CH:39]=[CH:40]/[C:41]([O:43]CCCC)=[O:42])[CH:37]=[CH:38][C:31]=5[N:30]=4)[CH2:28][CH2:27][CH2:26]2)=[O:23])[CH:11]=3)=[N:6][CH:7]=1.CO.[OH-].[Na+].C(O)(=O)C. The catalyst is C1COCC1. The product is [Br:1][C:2]1[CH:3]=[N:4][C:5]([C:8]2[N:9]([CH3:48])[C:10]3[C:15]([C:16]=2[CH:17]2[CH2:18][CH2:19][CH2:20][CH2:21]2)=[CH:14][CH:13]=[C:12]([C:22]([NH:24][C:25]2([C:29]4[N:33]([CH3:34])[C:32]5[CH:35]=[C:36](/[CH:39]=[CH:40]/[C:41]([OH:43])=[O:42])[CH:37]=[CH:38][C:31]=5[N:30]=4)[CH2:26][CH2:27][CH2:28]2)=[O:23])[CH:11]=3)=[N:6][CH:7]=1. The yield is 0.950. (6) The reactants are [OH:1][CH2:2][CH2:3][NH:4][S:5]([C:8]1[CH:13]=[CH:12][CH:11]=[C:10](B2OC(C)(C)C(C)(C)O2)[CH:9]=1)(=[O:7])=[O:6].Br[C:24]1[N:29]=[C:28]([NH:30][C:31]2[CH:35]=[C:34]([CH:36]3[CH2:38][CH2:37]3)[NH:33][N:32]=2)[C:27]([C:39]#[C:40][Si](C)(C)C)=[CH:26][N:25]=1.C1(C2NN=C(NC3C(C#C)=CN=C(C4C=C(S(N)(=O)=O)C=CC=4)N=3)C=2)CC1. The catalyst is [Pd]. The product is [CH:36]1([C:34]2[CH:35]=[C:31]([NH:30][C:28]3[C:27]([C:39]#[CH:40])=[CH:26][N:25]=[C:24]([C:10]4[CH:9]=[C:8]([S:5]([NH:4][CH2:3][CH2:2][OH:1])(=[O:6])=[O:7])[CH:13]=[CH:12][CH:11]=4)[N:29]=3)[NH:32][N:33]=2)[CH2:38][CH2:37]1. The yield is 0.220. (7) The reactants are Br[C:2]1[N:3]=[C:4]([NH:10][C:11]2[CH:12]=[N:13][N:14]([CH2:16][CH3:17])[CH:15]=2)[C:5](=[O:9])[N:6]([CH3:8])[CH:7]=1.[C:18]([O:21][CH2:22][C:23]1[C:24]([N:32]2[N:41]=[CH:40][C:39]3[C:34](=[C:35]([F:46])[CH:36]=[C:37]([C:42]([CH3:45])([CH3:44])[CH3:43])[CH:38]=3)[C:33]2=[O:47])=[N:25][CH:26]=[CH:27][C:28]=1B(O)O)(=[O:20])[CH3:19].[O-]P([O-])([O-])=O.[K+].[K+].[K+].C([O-])(=O)C.[Na+]. The catalyst is C1C=CC(P(C2C=CC=CC=2)[C-]2C=CC=C2)=CC=1.C1C=CC(P(C2C=CC=CC=2)[C-]2C=CC=C2)=CC=1.Cl[Pd]Cl.[Fe+2].O.C(#N)C. The product is [C:18]([O:21][CH2:22][C:23]1[C:24]([N:32]2[N:41]=[CH:40][C:39]3[C:34](=[C:35]([F:46])[CH:36]=[C:37]([C:42]([CH3:44])([CH3:43])[CH3:45])[CH:38]=3)[C:33]2=[O:47])=[N:25][CH:26]=[CH:27][C:28]=1[C:2]1[N:3]=[C:4]([NH:10][C:11]2[CH:12]=[N:13][N:14]([CH2:16][CH3:17])[CH:15]=2)[C:5](=[O:9])[N:6]([CH3:8])[CH:7]=1)(=[O:20])[CH3:19]. The yield is 0.530. (8) The reactants are [CH3:1]/[CH:2]=[CH:3]/[CH:4]=[O:5].[CH3:6][C:7]([CH:9]=[CH:10]C)=[CH2:8].C=O.O.N1CC[CH2:17][CH2:16]1.C(O)(=O)CC. The catalyst is C([O-])(O)=O.[Na+]. The product is [CH3:1][CH:2]1[CH:8]=[C:7]([CH3:6])[CH2:9][CH2:10][C:3]1([CH:16]=[CH2:17])[CH:4]=[O:5]. The yield is 0.500.